Predict the product of the given reaction. From a dataset of Forward reaction prediction with 1.9M reactions from USPTO patents (1976-2016). (1) Given the reactants C(OC(N1CCN([CH2:14][CH2:15][NH:16][C@:17]23[CH2:51][CH2:50][C@@H:49]([C:52]([CH3:54])=[CH2:53])[C@@H:18]2[C@@H:19]2[C@@:32]([CH3:35])([CH2:33][CH2:34]3)[C@@:31]3([CH3:36])[C@@H:22]([C@:23]4([CH3:48])[C@@H:28]([CH2:29][CH2:30]3)[C:27]([CH3:38])([CH3:37])[C:26]([C:39]3[CH:47]=[CH:46][C:42]([C:43]([OH:45])=[O:44])=[CH:41][CH:40]=3)=[CH:25][CH2:24]4)[CH2:21][CH2:20]2)CC1)=O)(C)(C)C.[CH3:55][S:56]([N:59]1[CH2:64][CH2:63][NH:62][CH2:61][CH2:60]1)(=[O:58])=[O:57], predict the reaction product. The product is: [CH3:35][C@:32]12[C@@:31]3([CH3:36])[C@@H:22]([C@:23]4([CH3:48])[C@@H:28]([CH2:29][CH2:30]3)[C:27]([CH3:37])([CH3:38])[C:26]([C:39]3[CH:40]=[CH:41][C:42]([C:43]([OH:45])=[O:44])=[CH:46][CH:47]=3)=[CH:25][CH2:24]4)[CH2:21][CH2:20][C@@H:19]1[C@H:18]1[C@H:49]([C:52]([CH3:54])=[CH2:53])[CH2:50][CH2:51][C@:17]1([NH:16][CH2:15][CH2:14][N:62]1[CH2:63][CH2:64][N:59]([S:56]([CH3:55])(=[O:58])=[O:57])[CH2:60][CH2:61]1)[CH2:34][CH2:33]2. (2) Given the reactants [C:1]1([C:8]([O:10]C)=[O:9])([C:4]([O:6][CH3:7])=[O:5])[CH2:3][CH2:2]1.[OH-].[Na+].O, predict the reaction product. The product is: [CH3:7][O:6][C:4]([C:1]1([C:8]([OH:10])=[O:9])[CH2:3][CH2:2]1)=[O:5]. (3) Given the reactants [CH3:1][CH2:2]OCC.[CH2:6]([O:10][CH2:11][C:12]1[CH:17]=[CH:16][CH:15]=[CH:14][CH:13]=1)[C@@H:7]1[O:9][CH2:8]1.C([Mg]Cl)=C.[Cl-].[NH4+], predict the reaction product. The product is: [CH2:11]([O:10][CH2:6][C@H:7]([OH:9])[CH2:8][CH:1]=[CH2:2])[C:12]1[CH:17]=[CH:16][CH:15]=[CH:14][CH:13]=1.